This data is from Reaction yield outcomes from USPTO patents with 853,638 reactions. The task is: Predict the reaction yield, written as a fraction of the theoretical maximum amount of product (1.0 means a 100% yield; for example, 0.34 means a 34% yield). (1) The reactants are C1(CC(Cl)=O)C=CC=CC=1.[S-]C#N.[K+].C(=O)([O-])O.[Na+].[NH2:20][C:21]1[CH:45]=[CH:44][C:24]([O:25][C:26]2[CH:31]=[CH:30][N:29]=[C:28]([NH:32][C:33](=[O:43])[N:34]([CH3:42])[CH:35]3[CH2:40][CH2:39][N:38]([CH3:41])[CH2:37][CH2:36]3)[CH:27]=2)=[C:23]([F:46])[CH:22]=1.CC1(C)C2(CS(O)(=O)=O)C(CC1CC2)=O.[C:62]1([CH2:68][C:69]([N:71]=[C:72]=[S:73])=[O:70])[CH:67]=[CH:66][CH:65]=[CH:64][CH:63]=1. The catalyst is C(#N)C.C(O)C.C1(C)C(CCO)=CC=CC=1.CCCCCC.C(OCC)C.C1(C)C=CC=CC=1.C(OCC)(=O)C. The product is [F:46][C:23]1[CH:22]=[C:21]([NH:20][C:72]([NH:71][C:69](=[O:70])[CH2:68][C:62]2[CH:63]=[CH:64][CH:65]=[CH:66][CH:67]=2)=[S:73])[CH:45]=[CH:44][C:24]=1[O:25][C:26]1[CH:31]=[CH:30][N:29]=[C:28]([NH:32][C:33](=[O:43])[N:34]([CH3:42])[CH:35]2[CH2:36][CH2:37][N:38]([CH3:41])[CH2:39][CH2:40]2)[CH:27]=1. The yield is 0.175. (2) The reactants are [BH3-]C#N.[Na+].[NH2:5][C:6]1[CH:18]=[CH:17][C:9]([C:10]([N:12]([CH2:15][CH3:16])[CH2:13][CH3:14])=[O:11])=[CH:8][C:7]=1[O:19][C:20]1[CH:25]=[CH:24][CH:23]=[CH:22][CH:21]=1.[C:26]([N:33]1[CH2:39][CH2:38][CH2:37][C@H:34]1[CH:35]=O)([O:28][C:29]([CH3:32])([CH3:31])[CH3:30])=[O:27]. The catalyst is CO.CC(O)=O. The product is [C:29]([O:28][C:26]([N:33]1[CH2:39][CH2:38][CH2:37][CH:34]1[CH2:35][NH:5][C:6]1[CH:18]=[CH:17][C:9]([C:10](=[O:11])[N:12]([CH2:15][CH3:16])[CH2:13][CH3:14])=[CH:8][C:7]=1[O:19][C:20]1[CH:25]=[CH:24][CH:23]=[CH:22][CH:21]=1)=[O:27])([CH3:32])([CH3:30])[CH3:31]. The yield is 0.750. (3) The reactants are [Cl:1][C:2]1[CH:7]=[CH:6][C:5]([C:8]2([OH:34])[CH2:13][CH2:12][N:11]([CH2:14][CH2:15][CH:16]=[C:17]3[C:23]4[CH:24]=[CH:25][CH:26]=[N:27][C:22]=4[CH2:21][O:20][C:19]4[CH:28]=[CH:29][C:30]([OH:32])=[CH:31][C:18]3=4)[CH2:10][CH:9]2[CH3:33])=[CH:4][CH:3]=1.[H-].[Na+].Br[CH2:38][C:39]([O:41][CH3:42])=[O:40]. The catalyst is CN(C)C=O. The product is [CH3:42][O:41][C:39](=[O:40])[CH2:38][O:32][C:30]1[CH:29]=[CH:28][C:19]2[O:20][CH:21]=[C:22]3[NH:27][CH:26]=[CH:25][CH:24]=[C:23]3[C:17](=[CH:16][CH2:15][CH2:14][N:11]3[CH2:12][CH2:13][C:8]([C:5]4[CH:6]=[CH:7][C:2]([Cl:1])=[CH:3][CH:4]=4)([OH:34])[CH:9]([CH3:33])[CH2:10]3)[C:18]=2[CH:31]=1. The yield is 0.500.